The task is: Predict the reactants needed to synthesize the given product.. This data is from Full USPTO retrosynthesis dataset with 1.9M reactions from patents (1976-2016). (1) Given the product [CH2:15]([N:11]1[CH2:12][CH2:13][N:7]([C:6]([O:5][C:1]([CH3:4])([CH3:3])[CH3:2])=[O:25])[C@H:8]([CH:22]([CH3:24])[CH3:23])[C:9]1=[O:10])[C:16]1[CH:21]=[CH:20][CH:19]=[CH:18][CH:17]=1, predict the reactants needed to synthesize it. The reactants are: [C:1]([O:5][C:6](=[O:25])[NH:7][C@H:8]([CH:22]([CH3:24])[CH3:23])[C:9]([N:11]([CH2:15][C:16]1[CH:21]=[CH:20][CH:19]=[CH:18][CH:17]=1)[CH2:12][CH2:13]Cl)=[O:10])([CH3:4])([CH3:3])[CH3:2].[H-].[Na+]. (2) Given the product [F:1][C:2]1[CH:28]=[CH:27][C:5]([O:6][C:7]2[CH:12]=[CH:11][C:10]([S:13]([NH:16][CH2:17][CH2:18][C:19]3[CH:24]=[CH:23][CH:22]=[CH:21][C:20]=3[OH:25])(=[O:15])=[O:14])=[CH:9][CH:8]=2)=[CH:4][CH:3]=1, predict the reactants needed to synthesize it. The reactants are: [F:1][C:2]1[CH:28]=[CH:27][C:5]([O:6][C:7]2[CH:12]=[CH:11][C:10]([S:13]([NH:16][CH2:17][CH2:18][C:19]3[CH:24]=[CH:23][CH:22]=[CH:21][C:20]=3[O:25]C)(=[O:15])=[O:14])=[CH:9][CH:8]=2)=[CH:4][CH:3]=1.B(Br)(Br)Br.O. (3) Given the product [F:27][C:28]1[CH:36]=[CH:35][C:31]([C:32]([N:16]2[CH2:17][CH2:18][CH2:19][CH:15]2[CH2:14][C:12]2[O:11][N:10]=[C:9]([C:6]3[CH:7]=[CH:8][C:3]([F:2])=[CH:4][CH:5]=3)[N:13]=2)=[O:33])=[CH:30][CH:29]=1, predict the reactants needed to synthesize it. The reactants are: Cl.[F:2][C:3]1[CH:8]=[CH:7][C:6]([C:9]2[N:13]=[C:12]([CH2:14][CH:15]3[CH2:19][CH2:18][CH2:17][NH:16]3)[O:11][N:10]=2)=[CH:5][CH:4]=1.C(N(CC)CC)C.[F:27][C:28]1[CH:36]=[CH:35][C:31]([C:32](Cl)=[O:33])=[CH:30][CH:29]=1.Cl. (4) Given the product [Cl:4][C:5]1[CH:37]=[CH:36][CH:35]=[C:34]([Cl:38])[C:6]=1[C:7]([NH:9][C@H:10]([C:30]([OH:32])=[O:31])[CH2:11][C:12]1[CH:13]=[CH:14][C:15]([O:18][CH2:19][C:20]2[CH:29]=[CH:28][C:27]3[CH2:26][CH2:25][CH2:24][NH:23][C:22]=3[N:21]=2)=[CH:16][CH:17]=1)=[O:8], predict the reactants needed to synthesize it. The reactants are: [Li+].[OH-].O.[Cl:4][C:5]1[CH:37]=[CH:36][CH:35]=[C:34]([Cl:38])[C:6]=1[C:7]([NH:9][C@H:10]([C:30]([O:32]C)=[O:31])[CH2:11][C:12]1[CH:17]=[CH:16][C:15]([O:18][CH2:19][C:20]2[CH:29]=[CH:28][C:27]3[CH2:26][CH2:25][CH2:24][NH:23][C:22]=3[N:21]=2)=[CH:14][CH:13]=1)=[O:8]. (5) Given the product [NH2:5][C:9]1[CH:10]=[CH:11][C:12]([C:15]2[CH:20]=[CH:19][C:18]([CH:21]([N:29]([CH3:30])[C:31](=[O:46])[CH2:32][N:33]3[C:38]4[CH:39]=[C:40]([Cl:44])[C:41]([Cl:43])=[CH:42][C:37]=4[O:36][CH2:35][C:34]3=[O:45])[CH2:22][N:23]3[CH2:24][CH2:25][O:26][CH2:27][CH2:28]3)=[CH:17][CH:16]=2)=[CH:13][CH:14]=1, predict the reactants needed to synthesize it. The reactants are: CC([N:5]([C:9]1[CH:14]=[CH:13][C:12]([C:15]2[CH:20]=[CH:19][C:18]([CH:21]([N:29]([C:31](=[O:46])[CH2:32][N:33]3[C:38]4[CH:39]=[C:40]([Cl:44])[C:41]([Cl:43])=[CH:42][C:37]=4[O:36][CH2:35][C:34]3=[O:45])[CH3:30])[CH2:22][N:23]3[CH2:28][CH2:27][O:26][CH2:25][CH2:24]3)=[CH:17][CH:16]=2)=[CH:11][CH:10]=1)C(=O)[O-])(C)C.FC(F)(F)C(O)=O. (6) Given the product [CH2:25]([O:24][C:23]1[N:22]=[CH:21][CH:20]=[C:10]2[C:9]=1[C:3]1[CH:4]=[C:5]([F:8])[CH:6]=[CH:7][C:2]=1[NH:13][C:11]2=[O:12])[CH3:26], predict the reactants needed to synthesize it. The reactants are: N[C:2]1[CH:7]=[CH:6][C:5]([F:8])=[CH:4][C:3]=1[C:9]1[C:23]([O:24][CH2:25][CH3:26])=[N:22][CH:21]=[CH:20][C:10]=1[C:11]([N:13](C(C)C)C(C)C)=[O:12].C[Si](C)(C)N[Si](C)(C)C.[Na].CO.